This data is from M1 muscarinic receptor antagonist screen with 61,756 compounds. The task is: Binary Classification. Given a drug SMILES string, predict its activity (active/inactive) in a high-throughput screening assay against a specified biological target. (1) The molecule is S(=O)(=O)(N1CCC(CC1)c1oc2c(n1)cccc2)c1c(cccc1)C(OC)=O. The result is 0 (inactive). (2) The drug is O=c1[nH]c2c(c(c1CCC(=O)C)C)cc(cc2)C. The result is 0 (inactive). (3) The molecule is S(c1n(CC2OCCC2)c(=O)c2c(n1)cccc2)CC(=O)NCCOC. The result is 0 (inactive).